Dataset: NCI-60 drug combinations with 297,098 pairs across 59 cell lines. Task: Regression. Given two drug SMILES strings and cell line genomic features, predict the synergy score measuring deviation from expected non-interaction effect. (1) Drug 1: CS(=O)(=O)C1=CC(=C(C=C1)C(=O)NC2=CC(=C(C=C2)Cl)C3=CC=CC=N3)Cl. Drug 2: CNC(=O)C1=CC=CC=C1SC2=CC3=C(C=C2)C(=NN3)C=CC4=CC=CC=N4. Cell line: SK-OV-3. Synergy scores: CSS=6.84, Synergy_ZIP=2.69, Synergy_Bliss=7.62, Synergy_Loewe=5.32, Synergy_HSA=5.76. (2) Drug 1: CCCCCOC(=O)NC1=NC(=O)N(C=C1F)C2C(C(C(O2)C)O)O. Drug 2: C1CN(P(=O)(OC1)NCCCl)CCCl. Cell line: SF-295. Synergy scores: CSS=-0.703, Synergy_ZIP=1.07, Synergy_Bliss=-0.760, Synergy_Loewe=-2.88, Synergy_HSA=-3.08. (3) Drug 1: C1CN1P(=S)(N2CC2)N3CC3. Drug 2: C(CN)CNCCSP(=O)(O)O. Cell line: HCT116. Synergy scores: CSS=31.9, Synergy_ZIP=5.16, Synergy_Bliss=5.09, Synergy_Loewe=-25.1, Synergy_HSA=3.58. (4) Drug 1: CC1=C(N=C(N=C1N)C(CC(=O)N)NCC(C(=O)N)N)C(=O)NC(C(C2=CN=CN2)OC3C(C(C(C(O3)CO)O)O)OC4C(C(C(C(O4)CO)O)OC(=O)N)O)C(=O)NC(C)C(C(C)C(=O)NC(C(C)O)C(=O)NCCC5=NC(=CS5)C6=NC(=CS6)C(=O)NCCC[S+](C)C)O. Drug 2: C1CC(=O)NC(=O)C1N2C(=O)C3=CC=CC=C3C2=O. Cell line: HOP-62. Synergy scores: CSS=68.5, Synergy_ZIP=0.0775, Synergy_Bliss=-2.32, Synergy_Loewe=-24.6, Synergy_HSA=-3.22. (5) Drug 1: CCC1=C2CN3C(=CC4=C(C3=O)COC(=O)C4(CC)O)C2=NC5=C1C=C(C=C5)O. Drug 2: CN(C(=O)NC(C=O)C(C(C(CO)O)O)O)N=O. Cell line: OVCAR-5. Synergy scores: CSS=17.1, Synergy_ZIP=-0.585, Synergy_Bliss=7.12, Synergy_Loewe=-11.8, Synergy_HSA=4.83.